From a dataset of Retrosynthesis with 50K atom-mapped reactions and 10 reaction types from USPTO. Predict the reactants needed to synthesize the given product. (1) Given the product CC1(C)C(=O)N(Cc2ccccc2N)c2cc3[nH]c(NC(=O)c4cccnc4)nc3cc21, predict the reactants needed to synthesize it. The reactants are: CC(C)(C)OC(=O)Nc1ccccc1CN1C(=O)C(C)(C)c2cc3nc(NC(=O)c4cccnc4)[nH]c3cc21. (2) Given the product CC(=O)NC(C)(C)c1ccc(CN2CCN(c3nccs3)CC2)cc1, predict the reactants needed to synthesize it. The reactants are: CC(=O)NC(C)(C)c1ccc(CCl)cc1.c1csc(N2CCNCC2)n1. (3) Given the product O=C(CNC(=O)OCc1ccc([N+](=O)[O-])cc1)Nc1ccccc1C(=O)OCCl, predict the reactants needed to synthesize it. The reactants are: O=C(CNC(=O)OCc1ccc([N+](=O)[O-])cc1)Nc1ccccc1C(=O)O.O=S(=O)(Cl)OCCl. (4) Given the product CN1CCC(O)(c2ccc(F)c(F)c2)C1, predict the reactants needed to synthesize it. The reactants are: C=O.OC1(c2ccc(F)c(F)c2)CCNC1. (5) Given the product O=C[C@@H](Cc1ccccc1)N(Cc1ccccc1)C(=O)O, predict the reactants needed to synthesize it. The reactants are: O=C(O)N(Cc1ccccc1)[C@@H](CO)Cc1ccccc1.